From a dataset of Forward reaction prediction with 1.9M reactions from USPTO patents (1976-2016). Predict the product of the given reaction. (1) Given the reactants C([Li])CCC.[Br:6][C:7]1[CH:12]=[CH:11][C:10](Br)=[CH:9][N:8]=1.[CH3:14][S:15]SC.Cl, predict the reaction product. The product is: [Br:6][C:7]1[CH:12]=[CH:11][C:10]([S:15][CH3:14])=[CH:9][N:8]=1. (2) Given the reactants [NH2:1][C:2]1[N:3]=[CH:4][C:5]2[CH2:11][N:10]([C:12]3[CH:13]=[C:14]([CH:18]=[CH:19][CH:20]=3)[C:15](O)=[O:16])[CH2:9][CH2:8][C:6]=2[N:7]=1.C(N(CC)C(C)C)(C)C.CCOC(C(C#N)=NOC(N1CCOCC1)=[N+](C)C)=O.F[P-](F)(F)(F)(F)F.[CH2:57]([C:59]1[CH:60]=[C:61]([CH:63]=[CH:64][CH:65]=1)[NH2:62])[CH3:58], predict the reaction product. The product is: [NH2:1][C:2]1[N:3]=[CH:4][C:5]2[CH2:11][N:10]([C:12]3[CH:13]=[C:14]([CH:18]=[CH:19][CH:20]=3)[C:15]([NH:62][C:61]3[CH:63]=[CH:64][CH:65]=[C:59]([CH2:57][CH3:58])[CH:60]=3)=[O:16])[CH2:9][CH2:8][C:6]=2[N:7]=1. (3) Given the reactants C(OC([NH:8][CH2:9][C:10]([NH:12][C:13]1[CH:14]=[C:15]([C:24]2[S:46][C:27]3=[N:28][C:29]([N:33]4[CH2:38][CH2:37][N:36](C(OC(C)(C)C)=O)[CH2:35][CH2:34]4)=[CH:30][C:31](=[O:32])[N:26]3[N:25]=2)[CH:16]=[C:17]([C:19]([OH:23])(C)[CH2:20]O)[CH:18]=1)=[O:11])=O)(C)(C)C.O, predict the reaction product. The product is: [C:19]([C:17]1[CH:18]=[C:13]([NH:12][C:10](=[O:11])[CH2:9][NH2:8])[CH:14]=[C:15]([C:24]2[S:46][C:27]3=[N:28][C:29]([N:33]4[CH2:38][CH2:37][NH:36][CH2:35][CH2:34]4)=[CH:30][C:31](=[O:32])[N:26]3[N:25]=2)[CH:16]=1)(=[O:23])[CH3:20]. (4) Given the reactants [NH:1]1[CH2:5][CH2:4][CH2:3][CH:2]1[C:6]([OH:8])=[O:7].[Br:9][C:10]1[N:15]=[C:14]([CH:16]=O)[CH:13]=[CH:12][CH:11]=1, predict the reaction product. The product is: [Br:9][C:10]1[N:15]=[C:14]([CH2:16][N:1]2[CH2:5][CH2:4][CH2:3][CH:2]2[C:6]([OH:8])=[O:7])[CH:13]=[CH:12][CH:11]=1. (5) Given the reactants [Cl:1][C:2]1[CH:3]=[CH:4][C:5]2[NH:11][C:10]3[CH:12]=[CH:13][CH:14]=[CH:15][C:9]=3[C:8](Cl)=[N:7][C:6]=2[CH:17]=1, predict the reaction product. The product is: [Cl:1][C:2]1[CH:3]=[CH:4][C:5]2[NH:11][C:10]3[CH:12]=[CH:13][CH:14]=[CH:15][C:9]=3[C:8]([CH2:3][CH2:4][CH2:5][C:6]#[N:7])=[N:7][C:6]=2[CH:17]=1.